This data is from Forward reaction prediction with 1.9M reactions from USPTO patents (1976-2016). The task is: Predict the product of the given reaction. The product is: [Si:1]([O:8][CH2:9][C@@H:10](/[N:15]=[CH:19]/[CH:20]([F:22])[F:21])[CH2:11][CH:12]([CH3:13])[CH3:14])([C:4]([CH3:7])([CH3:6])[CH3:5])([CH3:3])[CH3:2]. Given the reactants [Si:1]([O:8][CH2:9][C@@H:10]([NH2:15])[CH2:11][CH:12]([CH3:14])[CH3:13])([C:4]([CH3:7])([CH3:6])[CH3:5])([CH3:3])[CH3:2].C(O[CH:19](O)[CH:20]([F:22])[F:21])C, predict the reaction product.